Predict the reactants needed to synthesize the given product. From a dataset of Full USPTO retrosynthesis dataset with 1.9M reactions from patents (1976-2016). (1) Given the product [F:1][C:2]1[CH:3]=[C:4]([C:8]2[C:16]3[C:11](=[CH:12][CH:13]=[C:14]([CH2:21][C:20]([OH:23])=[O:22])[CH:15]=3)[NH:10][N:9]=2)[CH:5]=[CH:6][CH:7]=1, predict the reactants needed to synthesize it. The reactants are: [F:1][C:2]1[CH:3]=[C:4]([C:8]2[C:16]3[C:11](=[CH:12][CH:13]=[C:14](CC#N)[CH:15]=3)[NH:10][N:9]=2)[CH:5]=[CH:6][CH:7]=1.[C:20]([O:23]CC)(=[O:22])[CH3:21]. (2) Given the product [CH3:39][O:38][C:28]1[CH:27]=[C:26]([NH:24][C:22]2[N:23]=[C:15]3[C:14]([C:11]4[CH2:10][CH2:9][N:8]([C:6]([O:5][C:1]([CH3:4])([CH3:2])[CH3:3])=[O:7])[CH2:13][CH:12]=4)=[CH:19][C:18]([CH3:20])=[CH:17][N:16]3[N:21]=2)[CH:31]=[CH:30][C:29]=1[N:32]1[CH:36]=[C:35]([CH3:37])[N:34]=[CH:33]1, predict the reactants needed to synthesize it. The reactants are: [C:1]([O:5][C:6]([N:8]1[CH2:13][CH:12]=[C:11]([C:14]2[C:15]3[N:16]([N:21]=[C:22]([NH2:24])[N:23]=3)[CH:17]=[C:18]([CH3:20])[CH:19]=2)[CH2:10][CH2:9]1)=[O:7])([CH3:4])([CH3:3])[CH3:2].Br[C:26]1[CH:31]=[CH:30][C:29]([N:32]2[CH:36]=[C:35]([CH3:37])[N:34]=[CH:33]2)=[C:28]([O:38][CH3:39])[CH:27]=1.C(Cl)Cl. (3) Given the product [C:4]1([CH:10]([C:15]2[CH:20]=[CH:19][CH:18]=[CH:17][CH:16]=2)[C:11]([NH:2][NH2:3])=[O:12])[CH:9]=[CH:8][CH:7]=[CH:6][CH:5]=1, predict the reactants needed to synthesize it. The reactants are: O.[NH2:2][NH2:3].[C:4]1([CH:10]([C:15]2[CH:20]=[CH:19][CH:18]=[CH:17][CH:16]=2)[C:11](OC)=[O:12])[CH:9]=[CH:8][CH:7]=[CH:6][CH:5]=1.